The task is: Predict the reactants needed to synthesize the given product.. This data is from Full USPTO retrosynthesis dataset with 1.9M reactions from patents (1976-2016). (1) Given the product [CH3:1][O:5][C:6](=[O:43])[C@@H:7]([NH:14][C:15]([C:17]1[CH:22]=[CH:21][C:20]([C:23]2[CH:28]=[CH:27][CH:26]=[C:25]([NH:29][S:30]([C:33]3[CH:38]=[C:37]([CH3:39])[C:36]([Cl:40])=[CH:35][C:34]=3[CH3:41])(=[O:32])=[O:31])[CH:24]=2)=[CH:19][C:18]=1[CH3:42])=[O:16])[CH2:8][O:9][C:10]([CH3:13])([CH3:12])[CH3:11], predict the reactants needed to synthesize it. The reactants are: [C:1]([O:5][C:6](=[O:43])[C@@H:7]([NH:14][C:15]([C:17]1[CH:22]=[CH:21][C:20]([C:23]2[CH:28]=[CH:27][CH:26]=[C:25]([NH:29][S:30]([C:33]3[CH:38]=[C:37]([CH3:39])[C:36]([Cl:40])=[CH:35][C:34]=3[CH3:41])(=[O:32])=[O:31])[CH:24]=2)=[CH:19][C:18]=1[CH3:42])=[O:16])[CH2:8][O:9][C:10]([CH3:13])([CH3:12])[CH3:11])(C)(C)C.Cl.COC(=O)[C@@H](N)COC(C)(C)C.C(N(CC)CC)C.C1C=C2N=NN(O)C2=CC=1.O.CCN=C=NCCCN(C)C.Cl. (2) Given the product [Cl:17][C:18]1[C:19]([O:56][CH2:55][C@@H:52]2[CH2:51][CH2:50][C@H:49]3[CH2:54][C@@H:53]2[C:48]3([CH3:57])[CH3:47])=[CH:20][C:21]([F:33])=[C:22]([CH:32]=1)[C:23]([NH:25][S:26](=[O:31])(=[O:30])[N:27]([CH3:29])[CH3:28])=[O:24], predict the reactants needed to synthesize it. The reactants are: ClC1C(F)=CC(F)=C(C=1)C(NS(C)(=O)=O)=O.[Cl:17][C:18]1[C:19](F)=[CH:20][C:21]([F:33])=[C:22]([CH:32]=1)[C:23]([NH:25][S:26](=[O:31])(=[O:30])[N:27]([CH3:29])[CH3:28])=[O:24].C12(CO)CC3CC(CC(C3)C1)C2.[CH3:47][C:48]1([CH3:57])[C@H:53]2[CH2:54][C@@H:49]1[CH2:50][CH2:51][C@H:52]2[CH2:55][OH:56]. (3) Given the product [F:15][C:16]1[CH:17]=[CH:18][C:19]([CH:22]([OH:39])[C:23]2[CH:28]=[N:27][C:26]([C:29]([N:13]([OH:14])[CH3:12])=[O:31])=[C:25]3[O:33][C:34]([CH3:38])([CH3:37])[O:35][CH2:36][C:24]=23)=[CH:20][CH:21]=1, predict the reactants needed to synthesize it. The reactants are: C[Si]([N-][Si](C)(C)C)(C)C.[Li+].Cl.[CH3:12][NH:13][OH:14].[F:15][C:16]1[CH:21]=[CH:20][C:19]([CH:22]([OH:39])[C:23]2[CH:28]=[N:27][C:26]([C:29]([O:31]C)=O)=[C:25]3[O:33][C:34]([CH3:38])([CH3:37])[O:35][CH2:36][C:24]=23)=[CH:18][CH:17]=1.O. (4) Given the product [CH2:30]([C:7]1[N:8]=[C:9]([NH:10][C@H:11]([C:13]2[N:18]([C:19]3[CH:24]=[CH:23][CH:22]=[CH:21][CH:20]=3)[C:17](=[O:25])[C:16]3=[C:26]([CH3:29])[CH:27]=[CH:28][N:15]3[N:14]=2)[CH3:12])[C:4]2[CH:3]=[C:2]([CH3:35])[S:34][C:5]=2[N:6]=1)[CH2:31][CH2:32][CH3:33], predict the reactants needed to synthesize it. The reactants are: Br[C:2]1[S:34][C:5]2[N:6]=[C:7]([CH2:30][CH2:31][CH2:32][CH3:33])[N:8]=[C:9]([NH:10][C@H:11]([C:13]3[N:18]([C:19]4[CH:24]=[CH:23][CH:22]=[CH:21][CH:20]=4)[C:17](=[O:25])[C:16]4=[C:26]([CH3:29])[CH:27]=[CH:28][N:15]4[N:14]=3)[CH3:12])[C:4]=2[CH:3]=1.[C:35](=O)([O-])[O-].[K+].[K+].CB1OB(C)OB(C)O1.